This data is from Full USPTO retrosynthesis dataset with 1.9M reactions from patents (1976-2016). The task is: Predict the reactants needed to synthesize the given product. (1) Given the product [F:13][C:14]([F:25])([F:24])[C:15]1[CH:20]=[C:19]([C:2]2[CH:3]=[CH:4][C:5]3[O:6][CH2:7][CH2:8][CH2:9][NH:10][C:11]=3[N:12]=2)[CH:18]=[CH:17][CH:16]=1, predict the reactants needed to synthesize it. The reactants are: Br[C:2]1[CH:3]=[CH:4][C:5]2[O:6][CH2:7][CH2:8][CH2:9][NH:10][C:11]=2[N:12]=1.[F:13][C:14]([F:25])([F:24])[C:15]1[CH:16]=[C:17](B(O)O)[CH:18]=[CH:19][CH:20]=1.C(=O)([O-])[O-].[Cs+].[Cs+]. (2) The reactants are: [N:1]([C:4]1[CH:9]=[CH:8][C:7]([C:10]2[C:14]([CH3:16])([CH3:15])[O:13][C:12](=[C:17]([C:20]#[N:21])[C:18]#[N:19])[C:11]=2[C:22]#[N:23])=[CH:6][CH:5]=1)=[N+:2]=[N-:3].[C:24]1([C:30]#[CH:31])[CH:29]=[CH:28][CH:27]=[CH:26][CH:25]=1.O=C1O[C@H]([C@H](CO)O)C([O-])=C1O.[Na+].O. Given the product [C:22]([C:11]1[C:12](=[C:17]([C:20]#[N:21])[C:18]#[N:19])[O:13][C:14]([CH3:15])([CH3:16])[C:10]=1[C:7]1[CH:6]=[CH:5][C:4]([N:1]2[CH:31]=[C:30]([C:24]3[CH:29]=[CH:28][CH:27]=[CH:26][CH:25]=3)[N:3]=[N:2]2)=[CH:9][CH:8]=1)#[N:23], predict the reactants needed to synthesize it. (3) Given the product [ClH:46].[ClH:46].[C:1]([C:5]1[O:9][N:8]=[C:7]([NH:10][C:11]([NH:12][C:13]2[CH:44]=[CH:43][CH:42]=[C:15]([O:16][C:17]3[C:26]4[C:21](=[CH:22][C:23]([O:29][C@H:30]5[CH2:34][CH2:33][NH:32][CH2:31]5)=[C:24]([O:27][CH3:28])[CH:25]=4)[N:20]=[CH:19][N:18]=3)[CH:14]=2)=[O:45])[CH:6]=1)([CH3:4])([CH3:2])[CH3:3], predict the reactants needed to synthesize it. The reactants are: [C:1]([C:5]1[O:9][N:8]=[C:7]([NH:10][C:11](=[O:45])[NH:12][C:13]2[CH:14]=[C:15]([CH:42]=[CH:43][CH:44]=2)[O:16][C:17]2[C:26]3[C:21](=[CH:22][C:23]([O:29][C@H:30]4[CH2:34][CH2:33][N:32](C(OC(C)(C)C)=O)[CH2:31]4)=[C:24]([O:27][CH3:28])[CH:25]=3)[N:20]=[CH:19][N:18]=2)[CH:6]=1)([CH3:4])([CH3:3])[CH3:2].[ClH:46]. (4) Given the product [Br:17][C:18]1[CH:19]=[CH:20][C:21]([N:26]([CH2:31][CH3:32])[CH2:27][CH:28]([CH3:29])[CH3:30])=[C:22](/[CH:23]=[CH:11]/[C:12]([O:14][CH2:15][CH3:16])=[O:13])[CH:25]=1, predict the reactants needed to synthesize it. The reactants are: [H-].[Na+].C(OP([CH2:11][C:12]([O:14][CH2:15][CH3:16])=[O:13])(OCC)=O)C.[Br:17][C:18]1[CH:19]=[CH:20][C:21]([N:26]([CH2:31][CH3:32])[CH2:27][CH:28]([CH3:30])[CH3:29])=[C:22]([CH:25]=1)[CH:23]=O.O. (5) Given the product [CH2:1]([O:3][P:4]([C:9]([C:12]1[CH:13]=[CH:14][C:15]([NH2:18])=[CH:16][CH:17]=1)([F:11])[F:10])(=[O:8])[O:5][CH2:6][CH3:7])[CH3:2], predict the reactants needed to synthesize it. The reactants are: [CH2:1]([O:3][P:4]([C:9]([C:12]1[CH:17]=[CH:16][C:15]([N+:18]([O-])=O)=[CH:14][CH:13]=1)([F:11])[F:10])(=[O:8])[O:5][CH2:6][CH3:7])[CH3:2]. (6) Given the product [Cl:1][C:2]1[CH:3]=[C:4]([C:8]2[CH:9]=[C:10]([CH2:15][CH3:16])[C:11](=[O:12])[NH:18][N:19]=2)[CH:5]=[CH:6][CH:7]=1, predict the reactants needed to synthesize it. The reactants are: [Cl:1][C:2]1[CH:3]=[C:4]([C:8](=O)[CH2:9][C:10]([CH2:15][CH3:16])(O)[C:11](O)=[O:12])[CH:5]=[CH:6][CH:7]=1.[NH2:18][NH2:19]. (7) Given the product [O:1]1[C:5]2[CH:6]=[CH:7][CH:8]=[CH:9][C:4]=2[CH:3]=[C:2]1[C:10]1[N:14]2[N:15]=[C:16]([N:29]3[CH2:33][CH2:32][CH2:31][C@H:30]3[CH2:34][OH:35])[CH:17]=[CH:18][C:13]2=[N:12][CH:11]=1, predict the reactants needed to synthesize it. The reactants are: [O:1]1[C:5]2[CH:6]=[CH:7][CH:8]=[CH:9][C:4]=2[CH:3]=[C:2]1[C:10]1[N:14]2[N:15]=[C:16](Cl)[CH:17]=[CH:18][C:13]2=[N:12][CH:11]=1.C(N(C(C)C)CC)(C)C.[NH:29]1[CH2:33][CH2:32][CH2:31][C@H:30]1[CH2:34][OH:35]. (8) Given the product [C:34]([C:32]1[CH:31]=[C:28]([CH:29]=[O:30])[C:27]([OH:38])=[C:26]([C:43]2[CH:44]=[CH:45][C:40]([Cl:39])=[C:41]([C:49]([F:52])([F:51])[F:50])[CH:42]=2)[CH:33]=1)([CH3:37])([CH3:36])[CH3:35], predict the reactants needed to synthesize it. The reactants are: C(C1C=C(C=O)C(O)=C(C2C=CC(OC(F)(F)F)=CC=2)C=1)(C)(C)C.Br[C:26]1[C:27]([OH:38])=[C:28]([CH:31]=[C:32]([C:34]([CH3:37])([CH3:36])[CH3:35])[CH:33]=1)[CH:29]=[O:30].[Cl:39][C:40]1[CH:45]=[CH:44][C:43](B(O)O)=[CH:42][C:41]=1[C:49]([F:52])([F:51])[F:50].